This data is from Peptide-MHC class I binding affinity with 185,985 pairs from IEDB/IMGT. The task is: Regression. Given a peptide amino acid sequence and an MHC pseudo amino acid sequence, predict their binding affinity value. This is MHC class I binding data. (1) The peptide sequence is WQFAIHYSF. The MHC is HLA-B08:03 with pseudo-sequence HLA-B08:03. The binding affinity (normalized) is 0.289. (2) The peptide sequence is ELDEIGEDV. The MHC is HLA-A11:01 with pseudo-sequence HLA-A11:01. The binding affinity (normalized) is 0.0847. (3) The peptide sequence is RVRAYTYSK. The MHC is HLA-B40:02 with pseudo-sequence HLA-B40:02. The binding affinity (normalized) is 0. (4) The peptide sequence is STPIVVQMTK. The MHC is HLA-A11:01 with pseudo-sequence HLA-A11:01. The binding affinity (normalized) is 0.764. (5) The binding affinity (normalized) is 0.000978. The peptide sequence is IRFPKTFGE. The MHC is Mamu-B17 with pseudo-sequence Mamu-B17.